From a dataset of Full USPTO retrosynthesis dataset with 1.9M reactions from patents (1976-2016). Predict the reactants needed to synthesize the given product. (1) Given the product [OH:33][C@@H:30]([CH2:31][OH:32])[CH2:29][O:18][C:14]1[C:15]([CH3:17])=[CH:16][C:11]([CH2:10][CH2:9][C:8]([C:6]2[S:7][C:3]([CH2:1][CH3:2])=[C:4]([C:12]3[CH:13]=[CH:14][CH:15]=[CH:16][C:11]=3[CH3:10])[CH:5]=2)=[O:20])=[CH:12][C:13]=1[CH3:19], predict the reactants needed to synthesize it. The reactants are: [CH2:1]([C:3]1[S:7][C:6]([C:8](=[O:20])[CH2:9][CH2:10][C:11]2[CH:16]=[C:15]([CH3:17])[C:14]([OH:18])=[C:13]([CH3:19])[CH:12]=2)=[CH:5][C:4]=1C1C=CC(C)=CC=1)[CH3:2].Cl[CH2:29][C@@H:30]([OH:33])[CH2:31][OH:32]. (2) Given the product [Cl:9][C:8]1[C:3]([CH2:2][O:32][C:19]2[CH:20]=[CH:21][C:22]([N:24]3[C:28]([CH3:29])=[C:27]([CH3:30])[C:26]([CH3:31])=[N:25]3)=[CH:23][C:18]=2[CH3:17])=[C:4]([N:10]2[C:14](=[O:15])[N:13]([CH3:16])[N:12]=[N:11]2)[CH:5]=[CH:6][CH:7]=1, predict the reactants needed to synthesize it. The reactants are: Br[CH2:2][C:3]1[C:8]([Cl:9])=[CH:7][CH:6]=[CH:5][C:4]=1[N:10]1[C:14](=[O:15])[N:13]([CH3:16])[N:12]=[N:11]1.[CH3:17][C:18]1[CH:23]=[C:22]([N:24]2[C:28]([CH3:29])=[C:27]([CH3:30])[C:26]([CH3:31])=[N:25]2)[CH:21]=[CH:20][C:19]=1[OH:32].C(=O)([O-])[O-].[K+].[K+]. (3) Given the product [C:1]([O:5][C:6]([NH:8][C@@H:9]([CH:27]1[CH2:28][CH2:29][CH2:30][CH2:31]1)[C:10]([N:12]1[C@@H:20]([C:21]#[CH:22])[CH2:19][CH2:18][C@H:13]1[C:14]([OH:16])=[O:15])=[O:11])=[O:7])([CH3:4])([CH3:2])[CH3:3], predict the reactants needed to synthesize it. The reactants are: [C:1]([O:5][C:6]([NH:8][C@@H:9]([CH:27]1[CH2:31][CH2:30][CH2:29][CH2:28]1)[C:10]([N:12]1[CH:20]([C:21]#[C:22][Si](C)(C)C)[CH2:19][CH2:18][CH:13]1[C:14]([O:16]C)=[O:15])=[O:11])=[O:7])([CH3:4])([CH3:3])[CH3:2].O[Li].O. (4) Given the product [O:10]1[C:4]2([CH2:5][CH2:6][S:1][CH2:2][CH2:3]2)[O:7][CH2:8][CH2:9]1, predict the reactants needed to synthesize it. The reactants are: [S:1]1[CH2:6][CH2:5][C:4](=[O:7])[CH2:3][CH2:2]1.[CH2:8](O)[CH2:9][OH:10]. (5) Given the product [CH:13]1([CH2:16][N:17]2[CH2:22][CH2:21][N:20]([C:35]([C@H:32]3[CH2:33][CH2:34][N:30]([C:28]([O:27][C:23]([CH3:26])([CH3:25])[CH3:24])=[O:29])[CH2:31]3)=[O:36])[CH2:19][CH2:18]2)[CH2:15][CH2:14]1, predict the reactants needed to synthesize it. The reactants are: C1C=CC2N(O)N=NC=2C=1.Cl.Cl.[CH:13]1([CH2:16][N:17]2[CH2:22][CH2:21][NH:20][CH2:19][CH2:18]2)[CH2:15][CH2:14]1.[C:23]([O:27][C:28]([N:30]1[CH2:34][CH2:33][C@H:32]([C:35](O)=[O:36])[CH2:31]1)=[O:29])([CH3:26])([CH3:25])[CH3:24].C(N(C(C)C)CC)(C)C. (6) Given the product [C:1]([O:5][C:6]([N:8]1[CH2:20][C@@H:19]([CH3:21])[N:18]2[C@H:10]([CH2:11][C:12]3[C:17]2=[N:16][C:15]([CH2:22][CH3:23])=[C:14]([CH2:24][O:25][CH2:28][CH3:29])[CH:13]=3)[CH2:9]1)=[O:7])([CH3:2])([CH3:3])[CH3:4], predict the reactants needed to synthesize it. The reactants are: [C:1]([O:5][C:6]([N:8]1[CH2:20][C@@H:19]([CH3:21])[N:18]2[C@H:10]([CH2:11][C:12]3[C:17]2=[N:16][C:15]([CH2:22][CH3:23])=[C:14]([CH2:24][OH:25])[CH:13]=3)[CH2:9]1)=[O:7])([CH3:4])([CH3:3])[CH3:2].[H-].[Na+].[CH2:28](Br)[CH3:29]. (7) Given the product [NH2:1][C@@H:4]([CH:8]([CH2:11][CH3:12])[CH2:9][CH3:10])[C:5]([OH:7])=[O:6], predict the reactants needed to synthesize it. The reactants are: [N:1]([C@@H:4]([CH:8]([CH2:11][CH3:12])[CH2:9][CH3:10])[C:5]([OH:7])=[O:6])=[N+]=[N-].C(O)(=O)C. (8) Given the product [CH3:2][C@@H:3]1[CH2:7][CH2:6][CH2:5][N:4]1[CH2:13][CH2:14][CH:15]1[CH2:19][C:18]2[CH:20]=[C:21]([C:24]3[CH:29]=[CH:28][C:27]([C:30]#[N:31])=[CH:26][CH:25]=3)[CH:22]=[CH:23][C:17]=2[O:16]1, predict the reactants needed to synthesize it. The reactants are: Br.[CH3:2][C@H:3]1[CH2:7][CH2:6][CH2:5][NH:4]1.CS(O[CH2:13][CH2:14][CH:15]1[CH2:19][C:18]2[CH:20]=[C:21]([C:24]3[CH:29]=[CH:28][C:27]([C:30]#[N:31])=[CH:26][CH:25]=3)[CH:22]=[CH:23][C:17]=2[O:16]1)(=O)=O.